From a dataset of Full USPTO retrosynthesis dataset with 1.9M reactions from patents (1976-2016). Predict the reactants needed to synthesize the given product. (1) Given the product [CH2:1]([O:8][C:9]1[C:13]([CH:14]([NH:33][C:34]2[CH:35]=[CH:36][C:37]([C:40]([NH:42][CH2:43][CH2:44][C:45]([OH:47])=[O:46])=[O:41])=[CH:38][CH:39]=2)[CH:16]2[CH2:17][CH2:18][CH2:19][CH2:20][CH2:21]2)=[CH:12][N:11]([C:22]2[CH:27]=[CH:26][C:25]([O:28][C:29]([F:31])([F:32])[F:30])=[CH:24][CH:23]=2)[N:10]=1)[C:2]1[CH:3]=[CH:4][CH:5]=[CH:6][CH:7]=1, predict the reactants needed to synthesize it. The reactants are: [CH2:1]([O:8][C:9]1[C:13]([CH:14]([CH:16]2[CH2:21][CH2:20][CH2:19][CH2:18][CH2:17]2)O)=[CH:12][N:11]([C:22]2[CH:27]=[CH:26][C:25]([O:28][C:29]([F:32])([F:31])[F:30])=[CH:24][CH:23]=2)[N:10]=1)[C:2]1[CH:7]=[CH:6][CH:5]=[CH:4][CH:3]=1.[NH2:33][C:34]1[CH:39]=[CH:38][C:37]([C:40]([NH:42][CH2:43][CH2:44][C:45]([O:47]CC)=[O:46])=[O:41])=[CH:36][CH:35]=1. (2) Given the product [CH:9]1([C:2]2[CH:7]=[CH:6][N:5]=[C:4]([F:8])[CH:3]=2)[CH2:11][CH2:10]1, predict the reactants needed to synthesize it. The reactants are: Br[C:2]1[CH:7]=[CH:6][N:5]=[C:4]([F:8])[CH:3]=1.[CH:9]1(B(O)O)[CH2:11][CH2:10]1.C([O-])([O-])=O.[Cs+].[Cs+].